The task is: Predict the product of the given reaction.. This data is from Forward reaction prediction with 1.9M reactions from USPTO patents (1976-2016). (1) Given the reactants [CH3:1][S:2]([O:5][C:6]1[CH:11]=[CH:10][C:9]([C:12]2([C:20]3[CH:25]=[CH:24][C:23]([F:26])=[C:22](Br)[CH:21]=3)[C:16](=[O:17])[N:15]([CH3:18])[C:14]([NH2:19])=[N:13]2)=[CH:8][CH:7]=1)(=[O:4])=[O:3].[CH3:28][O:29][C:30]1[CH:35]=[CH:34][N:33]=[C:32]([Sn](CCCC)(CCCC)CCCC)[N:31]=1, predict the reaction product. The product is: [CH3:1][S:2]([O:5][C:6]1[CH:11]=[CH:10][C:9]([C:12]2([C:20]3[CH:25]=[CH:24][C:23]([F:26])=[C:22]([C:32]4[N:31]=[C:30]([O:29][CH3:28])[CH:35]=[CH:34][N:33]=4)[CH:21]=3)[C:16](=[O:17])[N:15]([CH3:18])[C:14]([NH2:19])=[N:13]2)=[CH:8][CH:7]=1)(=[O:4])=[O:3]. (2) Given the reactants [C:1]([O:4][C@H:5]1[C@H:10]([CH:11]=[O:12])[CH2:9][C@H:8]2[C@H:13]3[C@H:22]([CH2:23][CH2:24][C@:6]12[CH3:7])[C:21]1[CH:20]=[CH:19][C:18]([O:25][CH2:26][C:27]2[CH:32]=[CH:31][CH:30]=[CH:29][CH:28]=2)=[CH:17][C:16]=1[CH2:15][CH2:14]3)(=[O:3])[CH3:2].CC(C)=[O:35].OS(O)(=O)=O.O=[Cr](=O)=O, predict the reaction product. The product is: [CH2:26]([O:25][C:18]1[CH:19]=[CH:20][C:21]2[C@@H:22]3[C@H:13]([C@H:8]4[C@@:6]([CH2:24][CH2:23]3)([CH3:7])[C@@H:5]([O:4][C:1](=[O:3])[CH3:2])[C@H:10]([C:11]([OH:35])=[O:12])[CH2:9]4)[CH2:14][CH2:15][C:16]=2[CH:17]=1)[C:27]1[CH:28]=[CH:29][CH:30]=[CH:31][CH:32]=1. (3) Given the reactants [CH3:1][O:2][C:3](=[O:25])[CH2:4][C:5]1[C:14]([CH3:15])=[C:13](OS(C(F)(F)F)(=O)=O)[C:12]2[C:7](=[CH:8][CH:9]=[C:10]([Cl:24])[CH:11]=2)[CH:6]=1.[B:26]1([B:26]2[O:30][C:29]([CH3:32])([CH3:31])[C:28]([CH3:34])([CH3:33])[O:27]2)[O:30][C:29]([CH3:32])([CH3:31])[C:28]([CH3:34])([CH3:33])[O:27]1.C([O-])(=O)C.[K+].C(OCC)(=O)C.CCCCCC, predict the reaction product. The product is: [CH3:1][O:2][C:3](=[O:25])[CH2:4][C:5]1[C:14]([CH3:15])=[C:13]([B:26]2[O:30][C:29]([CH3:32])([CH3:31])[C:28]([CH3:34])([CH3:33])[O:27]2)[C:12]2[C:7](=[CH:8][CH:9]=[C:10]([Cl:24])[CH:11]=2)[CH:6]=1. (4) Given the reactants [OH-].[Na+].C[O:4][C:5]([C:7]([CH3:49])([CH3:48])[CH2:8][O:9][C:10]([N:12]1[C:25]2[C:17](=[CH:18][C:19]3[CH2:20][CH2:21][CH2:22][C:23]=3[CH:24]=2)[C@@H:16]([N:26]([CH2:33][C:34]2[CH:39]=[C:38]([C:40]([F:43])([F:42])[F:41])[CH:37]=[C:36]([C:44]([F:47])([F:46])[F:45])[CH:35]=2)[C:27]2[N:28]=[N:29][N:30]([CH3:32])[N:31]=2)[CH2:15][CH2:14][CH2:13]1)=[O:11])=[O:6].Cl.C(OCC)(=O)C, predict the reaction product. The product is: [C:5]([C:7]([CH3:49])([CH3:48])[CH2:8][O:9][C:10]([N:12]1[C:25]2[C:17](=[CH:18][C:19]3[CH2:20][CH2:21][CH2:22][C:23]=3[CH:24]=2)[C@@H:16]([N:26]([CH2:33][C:34]2[CH:35]=[C:36]([C:44]([F:47])([F:45])[F:46])[CH:37]=[C:38]([C:40]([F:42])([F:43])[F:41])[CH:39]=2)[C:27]2[N:28]=[N:29][N:30]([CH3:32])[N:31]=2)[CH2:15][CH2:14][CH2:13]1)=[O:11])([OH:6])=[O:4]. (5) Given the reactants Br.[OH:2][C:3]1[CH:4]=[CH:5][C:6]2[CH2:7][C@H:8]3[NH:19][CH2:18][CH2:17][C@@:14]4([C:15]=2[CH:16]=1)[C@H:9]3[CH2:10][CH2:11][CH2:12][CH2:13]4.[OH-].[Na+].[C:22](O[C:22]([O:24][C:25]([CH3:28])([CH3:27])[CH3:26])=[O:23])([O:24][C:25]([CH3:28])([CH3:27])[CH3:26])=[O:23], predict the reaction product. The product is: [OH:2][C:3]1[CH:4]=[CH:5][C:6]2[CH2:7][C@H:8]3[N:19]([C:22]([O:24][C:25]([CH3:28])([CH3:27])[CH3:26])=[O:23])[CH2:18][CH2:17][C@@:14]4([C:15]=2[CH:16]=1)[C@H:9]3[CH2:10][CH2:11][CH2:12][CH2:13]4. (6) Given the reactants [F:1][C:2]1[CH:7]=[C:6]([F:8])[CH:5]=[CH:4][C:3]=1[CH2:9][C:10]([OH:12])=O.[K+].[CH3:14][O:15][C:16](=[O:21])[CH2:17]C([O-])=O, predict the reaction product. The product is: [F:1][C:2]1[CH:7]=[C:6]([F:8])[CH:5]=[CH:4][C:3]=1[CH2:9][C:10](=[O:12])[CH2:17][C:16]([O:15][CH3:14])=[O:21]. (7) The product is: [Cl:1][C:2]1[CH:7]=[CH:6][C:5]([Cl:8])=[CH:4][C:3]=1[S:9]([N:12]([C:17]1[CH:22]=[CH:21][C:20]([C:23]([OH:36])([C:32]([F:33])([F:34])[F:35])[C:24]#[C:25][C:26]2[CH:31]=[CH:30][C:29]([S:9]([CH3:3])(=[O:11])=[O:10])=[CH:28][CH:27]=2)=[CH:19][CH:18]=1)[CH2:13][CH:14]([CH3:16])[CH3:15])(=[O:10])=[O:11]. Given the reactants [Cl:1][C:2]1[CH:7]=[CH:6][C:5]([Cl:8])=[CH:4][C:3]=1[S:9]([N:12]([C:17]1[CH:22]=[CH:21][C:20]([C:23]([OH:36])([C:32]([F:35])([F:34])[F:33])[C:24]#[C:25][C:26]2[CH:31]=[CH:30][CH:29]=[CH:28][CH:27]=2)=[CH:19][CH:18]=1)[CH2:13][CH:14]([CH3:16])[CH3:15])(=[O:11])=[O:10].C1(C#C)C=CC=CC=1, predict the reaction product.